This data is from Peptide-MHC class I binding affinity with 185,985 pairs from IEDB/IMGT. The task is: Regression. Given a peptide amino acid sequence and an MHC pseudo amino acid sequence, predict their binding affinity value. This is MHC class I binding data. (1) The peptide sequence is ETINEEAAEW. The MHC is HLA-B40:01 with pseudo-sequence HLA-B40:01. The binding affinity (normalized) is 0. (2) The peptide sequence is NPTQAPVIQLHAVY. The MHC is HLA-B57:01 with pseudo-sequence HLA-B57:01. The binding affinity (normalized) is 0.149. (3) The peptide sequence is RENGGYWLL. The MHC is HLA-B44:02 with pseudo-sequence HLA-B44:02. The binding affinity (normalized) is 0.168. (4) The peptide sequence is KQLDIQYLK. The MHC is HLA-A02:16 with pseudo-sequence HLA-A02:16. The binding affinity (normalized) is 0.0847. (5) The peptide sequence is HYPPRPCGI. The MHC is Patr-A0901 with pseudo-sequence Patr-A0901. The binding affinity (normalized) is 0.210. (6) The peptide sequence is IMLIIFWFSL. The MHC is HLA-A02:06 with pseudo-sequence HLA-A02:06. The binding affinity (normalized) is 0.101.